From a dataset of HIV replication inhibition screening data with 41,000+ compounds from the AIDS Antiviral Screen. Binary Classification. Given a drug SMILES string, predict its activity (active/inactive) in a high-throughput screening assay against a specified biological target. (1) The compound is O=c1[nH]c(=O)n(C2CC(O)C(CO)O2)cc1C#Cc1ccc(F)cc1. The result is 0 (inactive). (2) The drug is CC(=O)OCC1OC(SC2=NC(=O)CS2)C(OC(C)=O)C(OC(C)=O)C1OC(C)=O. The result is 0 (inactive). (3) The drug is N#CC(CCN1CCC(Nc2ccccc2)(c2nnnn2C2CCCCC2)CC1)(c1ccccc1)c1ccccc1. The result is 0 (inactive). (4) The molecule is COc1ccc2c(c1)C=C(C(C)(C)C)N=S2(=O)O. The result is 0 (inactive). (5) The molecule is Cc1ccc(S(=O)(=O)n2cnc(CC(NC(=O)C3CCC(=O)N3C(=O)OCc3ccccc3)C(=O)N3CCCC3C(=O)NN)c2)cc1. The result is 0 (inactive).